The task is: Predict the reactants needed to synthesize the given product.. This data is from Full USPTO retrosynthesis dataset with 1.9M reactions from patents (1976-2016). (1) Given the product [Cl:26][C:5]1[C:6]2[CH:11]=[N:10][C:9]([S:12][CH3:13])=[N:8][C:7]=2[C:2]([I:1])=[CH:3][N:4]=1, predict the reactants needed to synthesize it. The reactants are: [I:1][C:2]1[C:7]2[N:8]=[C:9]([S:12][CH3:13])[N:10]=[CH:11][C:6]=2[C:5](=O)[NH:4][CH:3]=1.CCN(C(C)C)C(C)C.P(Cl)(Cl)([Cl:26])=O. (2) Given the product [CH3:7][C:6]1([CH3:8])[CH2:5][CH:4]([CH3:10])[CH2:3][C:2](=[O:1])[CH2:9]1, predict the reactants needed to synthesize it. The reactants are: [O:1]=[C:2]1[CH2:9][C:6]([CH3:8])([CH3:7])[CH2:5][C:4]([CH3:10])=[CH:3]1.CC1(C)CC(C)CC(O)C1. (3) Given the product [F:9][C:10]1[CH:15]=[CH:14][C:13]([S:16]([N:19]2[C:28]3[C:23](=[CH:24][C:25]([C:29]([OH:38])([C:30]([F:31])([F:32])[F:33])[C:34]([F:36])([F:35])[F:37])=[CH:26][CH:27]=3)[CH2:22][CH2:21][C@H:20]2[CH2:39][C:4](=[O:3])[CH3:5])(=[O:17])=[O:18])=[CH:12][CH:11]=1, predict the reactants needed to synthesize it. The reactants are: CC[O:3][CH2:4][CH3:5].C[Mg]Br.[F:9][C:10]1[CH:15]=[CH:14][C:13]([S:16]([N:19]2[C:28]3[C:23](=[CH:24][C:25]([C:29]([OH:38])([C:34]([F:37])([F:36])[F:35])[C:30]([F:33])([F:32])[F:31])=[CH:26][CH:27]=3)[CH2:22][CH2:21][C@H:20]2[CH2:39]C(N(OC)C)=O)(=[O:18])=[O:17])=[CH:12][CH:11]=1.